Dataset: Reaction yield outcomes from USPTO patents with 853,638 reactions. Task: Predict the reaction yield, written as a fraction of the theoretical maximum amount of product (1.0 means a 100% yield; for example, 0.34 means a 34% yield). (1) The reactants are P(Cl)(Cl)Cl.[Cl:5][C:6]1[CH:11]=[C:10]([N+:12]([O-:14])=[O:13])[CH:9]=[CH:8][N+:7]=1[O-].C(=O)(O)[O-].[Na+]. The catalyst is C(Cl)(Cl)Cl. The product is [Cl:5][C:6]1[CH:11]=[C:10]([N+:12]([O-:14])=[O:13])[CH:9]=[CH:8][N:7]=1. The yield is 0.780. (2) The reactants are [OH2:1].[NH2:2][NH2:3].[C:4](#[N:8])/[CH:5]=[CH:6]/[CH3:7].O([C:16]1[CH:17]=[C:18]([CH:21]=[CH:22][CH:23]=1)[CH:19]=O)C1C=CC=CC=1.[C:24](O[Na])([CH3:27])([CH3:26])C.[CH2:30]1[CH2:34]OC[CH2:31]1. The catalyst is O. The product is [CH3:7][C:6]1[CH:5]=[C:4]([NH2:8])[N:3]([CH2:19][C:18]2[CH:17]=[CH:16][CH:23]=[C:22]([O:1][C:26]3[CH:24]=[CH:27][CH:34]=[CH:30][CH:31]=3)[CH:21]=2)[N:2]=1. The yield is 0.200.